From a dataset of Full USPTO retrosynthesis dataset with 1.9M reactions from patents (1976-2016). Predict the reactants needed to synthesize the given product. The reactants are: FC(F)(F)C(O)=O.[CH3:8][N:9]1[C:14](=[O:15])[CH:13]=[CH:12][C:11]([NH:16]C(=O)OC(C)(C)C)=[CH:10]1. Given the product [NH3:9].[NH2:16][C:11]1[CH:12]=[CH:13][C:14](=[O:15])[N:9]([CH3:8])[CH:10]=1, predict the reactants needed to synthesize it.